From a dataset of Retrosynthesis with 50K atom-mapped reactions and 10 reaction types from USPTO. Predict the reactants needed to synthesize the given product. (1) Given the product COc1cncc(N=Cc2ccccc2)c1, predict the reactants needed to synthesize it. The reactants are: COc1cncc(N)c1.O=Cc1ccccc1. (2) Given the product CC(C)(C)[Si](C)(C)Oc1ccc(N)c(NC(=O)OCC2CCN(c3ccncc3)CC2)c1, predict the reactants needed to synthesize it. The reactants are: CC(C)(C)[Si](C)(C)Oc1ccc(N2C(=O)c3ccccc3C2=O)c(NC(=O)OCC2CCN(c3ccncc3)CC2)c1.